This data is from Reaction yield outcomes from USPTO patents with 853,638 reactions. The task is: Predict the reaction yield, written as a fraction of the theoretical maximum amount of product (1.0 means a 100% yield; for example, 0.34 means a 34% yield). (1) The product is [CH:1]1([CH2:7][N:8]([CH2:9][C:10]2[CH:15]=[CH:14][C:13]([F:16])=[CH:12][C:11]=2[F:17])[C:29](=[O:30])[CH2:28][O:27][C:26]2[CH:25]=[CH:24][C:23]([CH2:22][C@H:21]([O:20][CH2:18][CH3:19])[C:34]([O:36][CH2:37][CH3:38])=[O:35])=[CH:33][CH:32]=2)[CH2:6][CH2:5][CH2:4][CH2:3][CH2:2]1. The catalyst is C(Cl)Cl. The yield is 0.570. The reactants are [CH:1]1([CH2:7][NH:8][CH2:9][C:10]2[CH:15]=[CH:14][C:13]([F:16])=[CH:12][C:11]=2[F:17])[CH2:6][CH2:5][CH2:4][CH2:3][CH2:2]1.[CH2:18]([O:20][C@H:21]([C:34]([O:36][CH2:37][CH3:38])=[O:35])[CH2:22][C:23]1[CH:33]=[CH:32][C:26]([O:27][CH2:28][C:29](O)=[O:30])=[CH:25][CH:24]=1)[CH3:19].C(N(CC)C(C)C)(C)C.F[B-](F)(F)F.N1(OC(N(C)C)=[N+](C)C)C2C=CC=CC=2N=N1. (2) The product is [CH3:23][O:24][C:25]1[CH:30]=[CH:29][C:28]([C:8]2[N:13]=[C:12]([N:14]3[CH2:22][CH2:21][CH2:20][C@@H:15]3[C:16]([O:18][CH3:19])=[O:17])[CH:11]=[CH:10][CH:9]=2)=[CH:27][C:26]=1[CH:34]1[C:35]2[C:36](=[O:53])[CH2:37][C:38]([CH3:51])([CH3:52])[CH2:39][C:40]=2[O:41][C:42]2[CH2:43][C:44]([CH3:50])([CH3:49])[CH2:45][C:46](=[O:48])[C:47]1=2. The reactants are C(=O)([O-])[O-].[Na+].[Na+].Br[C:8]1[N:13]=[C:12]([N:14]2[CH2:22][CH2:21][CH2:20][C@@H:15]2[C:16]([O:18][CH3:19])=[O:17])[CH:11]=[CH:10][CH:9]=1.[CH3:23][O:24][C:25]1[CH:30]=[CH:29][C:28](B(O)O)=[CH:27][C:26]=1[CH:34]1[C:47]2[C:46](=[O:48])[CH2:45][C:44]([CH3:50])([CH3:49])[CH2:43][C:42]=2[O:41][C:40]2[CH2:39][C:38]([CH3:52])([CH3:51])[CH2:37][C:36](=[O:53])[C:35]1=2.O. The catalyst is C(COC)OC.O.C(OCC)(=O)C. The yield is 0.440. (3) The reactants are [CH3:1][N:2]([CH3:28])[CH2:3][CH2:4][C@@H:5]([NH:14][C:15]1[CH:20]=[CH:19][C:18]([S:21]([NH2:24])(=[O:23])=[O:22])=[CH:17][C:16]=1[N+:25]([O-:27])=[O:26])[CH2:6][S:7][C:8]1[CH:13]=[CH:12][CH:11]=[CH:10][CH:9]=1.C(N(CC)CC)C.Cl[C:37](OC1C=CC([N+]([O-])=O)=CC=1)=[O:38].[N+:49]([C:52]1[CH:57]=[CH:56][C:55]([N:58]2[CH2:63][CH2:62][NH:61][CH2:60][CH2:59]2)=[CH:54][CH:53]=1)([O-:51])=[O:50]. The catalyst is ClCCl.CN(C1C=CN=CC=1)C. The product is [CH3:28][N:2]([CH3:1])[CH2:3][CH2:4][C@@H:5]([NH:14][C:15]1[CH:20]=[CH:19][C:18]([S:21]([NH:24][C:37]([N:61]2[CH2:62][CH2:63][N:58]([C:55]3[CH:54]=[CH:53][C:52]([N+:49]([O-:51])=[O:50])=[CH:57][CH:56]=3)[CH2:59][CH2:60]2)=[O:38])(=[O:22])=[O:23])=[CH:17][C:16]=1[N+:25]([O-:27])=[O:26])[CH2:6][S:7][C:8]1[CH:9]=[CH:10][CH:11]=[CH:12][CH:13]=1. The yield is 0.430. (4) The reactants are [SH:1][C:2]1[CH:3]=[C:4]([NH:8][C:9](=[O:11])[CH3:10])[CH:5]=[CH:6][CH:7]=1.[CH2:12]([CH:14]1[CH2:19][CH2:18][CH:17]([C:20](OCC)=[O:21])[C:16](=O)[CH2:15]1)[CH3:13]. The catalyst is C(OCC)(=O)C. The product is [CH2:12]([CH:14]1[CH2:15][C:16]2[S:1][C:2]3[C:7](=[CH:6][CH:5]=[C:4]([NH:8][C:9](=[O:11])[CH3:10])[CH:3]=3)[C:20](=[O:21])[C:17]=2[CH2:18][CH2:19]1)[CH3:13]. The yield is 0.0700. (5) The reactants are [Cl:1][C:2]1[CH:7]=[CH:6][C:5]([N:8]2[C:13](=O)[C:12](=O)[N:11]3[C@H:16]([C:19]4[CH:24]=[CH:23][C:22]([O:25][CH3:26])=[C:21]([O:27][CH3:28])[CH:20]=4)[CH2:17][CH2:18][C@H:10]3[CH2:9]2)=[CH:4][C:3]=1[O:29][CH3:30].B.C1COCC1.CO. The catalyst is C1COCC1. The product is [Cl:1][C:2]1[CH:7]=[CH:6][C:5]([N:8]2[CH2:13][CH2:12][N:11]3[C@H:16]([C:19]4[CH:24]=[CH:23][C:22]([O:25][CH3:26])=[C:21]([O:27][CH3:28])[CH:20]=4)[CH2:17][CH2:18][C@@H:10]3[CH2:9]2)=[CH:4][C:3]=1[O:29][CH3:30]. The yield is 0.309.